Dataset: Reaction yield outcomes from USPTO patents with 853,638 reactions. Task: Predict the reaction yield, written as a fraction of the theoretical maximum amount of product (1.0 means a 100% yield; for example, 0.34 means a 34% yield). (1) The reactants are [NH2:1][C:2]1[CH:7]=[CH:6][CH:5]=[C:4]([NH2:8])[N:3]=1.[Cl:9][C:10]1[CH:15]=[C:14](Cl)[N:13]=[CH:12][N:11]=1. The catalyst is C(O)CCC. The product is [Cl:9][C:10]1[N:11]=[CH:12][N:13]=[C:14]([NH:1][C:2]2[CH:7]=[CH:6][CH:5]=[C:4]([NH2:8])[N:3]=2)[CH:15]=1. The yield is 0.360. (2) The reactants are Cl[C:2]1[CH:7]=[CH:6][N:5]2[N:8]=[CH:9][C:10]([CH2:11][N:12]3[CH2:16][CH:15]([CH2:17][CH2:18][CH3:19])[CH2:14][C:13]3=[O:20])=[C:4]2[N:3]=1.[CH3:21][O-:22].[Na+]. The catalyst is CO. The product is [CH3:21][O:22][C:2]1[CH:7]=[CH:6][N:5]2[N:8]=[CH:9][C:10]([CH2:11][N:12]3[CH2:16][CH:15]([CH2:17][CH2:18][CH3:19])[CH2:14][C:13]3=[O:20])=[C:4]2[N:3]=1. The yield is 0.330. (3) The reactants are [CH3:1][S:2]([C:5]1[CH:6]=[C:7]([CH:11]=[CH:12][CH:13]=1)[C:8](O)=[O:9])(=[O:4])=[O:3].[H-].[H-].[H-].[H-].[Li+].[Al+3]. The catalyst is CCOCC.C1COCC1. The product is [CH3:1][S:2]([C:5]1[CH:6]=[C:7]([CH2:8][OH:9])[CH:11]=[CH:12][CH:13]=1)(=[O:3])=[O:4]. The yield is 0.420. (4) The reactants are [OH:1][C:2]1[CH:7]=[CH:6][C:5]([S:8][CH2:9][CH2:10][CH2:11][C:12]([OH:14])=O)=[CH:4][CH:3]=1.[CH3:15][NH:16][CH2:17][C:18]1[CH:23]=[CH:22][C:21]([C:24]([F:27])([F:26])[F:25])=[CH:20][CH:19]=1. The yield is 0.500. The product is [OH:1][C:2]1[CH:3]=[CH:4][C:5]([S:8][CH2:9][CH2:10][CH2:11][C:12]([N:16]([CH3:15])[CH2:17][C:18]2[CH:19]=[CH:20][C:21]([C:24]([F:25])([F:26])[F:27])=[CH:22][CH:23]=2)=[O:14])=[CH:6][CH:7]=1. No catalyst specified. (5) The reactants are Cl[CH2:2][C:3]([C:5]1[CH:6]=[C:7]2[C:11](=[CH:12][CH:13]=1)[C:10]([CH3:15])([CH3:14])[C:9](=[O:16])[C:8]2([CH3:18])[CH3:17])=[O:4].Cl.[N:20]1([C:26]2[C:30]3[CH:31]=[CH:32][CH:33]=[CH:34][C:29]=3[S:28][N:27]=2)[CH2:25][CH2:24][NH:23][CH2:22][CH2:21]1.C(=O)([O-])[O-].[K+].[K+].[I-].[Na+]. The catalyst is C(#N)C. The product is [S:28]1[C:29]2[CH:34]=[CH:33][CH:32]=[CH:31][C:30]=2[C:26]([N:20]2[CH2:21][CH2:22][N:23]([CH2:2][C:3]([C:5]3[CH:6]=[C:7]4[C:11](=[CH:12][CH:13]=3)[C:10]([CH3:15])([CH3:14])[C:9](=[O:16])[C:8]4([CH3:18])[CH3:17])=[O:4])[CH2:24][CH2:25]2)=[N:27]1. The yield is 0.850.